The task is: Predict the product of the given reaction.. This data is from Forward reaction prediction with 1.9M reactions from USPTO patents (1976-2016). (1) Given the reactants [F:1][C:2]([F:42])([F:41])[C:3]1[CH:8]=[CH:7][C:6]([C:9]2[N:13](COCC[Si](C)(C)C)[C:12]([N:22]3[CH2:27][CH2:26][N:25]([C:28]4[C:33]([C:34]([F:37])([F:36])[F:35])=[CH:32][CH:31]=[CH:30][N:29]=4)[CH2:24][CH2:23]3)=[N:11][C:10]=2[C:38]([OH:40])=[O:39])=[CH:5][CH:4]=1, predict the reaction product. The product is: [F:42][C:2]([F:1])([F:41])[C:3]1[CH:4]=[CH:5][C:6]([C:9]2[NH:13][C:12]([N:22]3[CH2:23][CH2:24][N:25]([C:28]4[C:33]([C:34]([F:37])([F:36])[F:35])=[CH:32][CH:31]=[CH:30][N:29]=4)[CH2:26][CH2:27]3)=[N:11][C:10]=2[C:38]([OH:40])=[O:39])=[CH:7][CH:8]=1. (2) Given the reactants Br[C:2]1[C:7]([CH:8]([OH:12])[CH2:9][CH2:10][OH:11])=[CH:6][CH:5]=[CH:4][N:3]=1.C(O[K])(C)(C)C, predict the reaction product. The product is: [O:11]1[C:2]2=[N:3][CH:4]=[CH:5][CH:6]=[C:7]2[CH:8]([OH:12])[CH2:9][CH2:10]1.